Dataset: Reaction yield outcomes from USPTO patents with 853,638 reactions. Task: Predict the reaction yield, written as a fraction of the theoretical maximum amount of product (1.0 means a 100% yield; for example, 0.34 means a 34% yield). (1) The reactants are O[Li].O.C[O:5][C:6](=[O:19])[C:7]1[CH:12]=[CH:11][C:10]([C:13]2[O:14][C:15]([CH3:18])=[N:16][N:17]=2)=[CH:9][CH:8]=1.CO.C1COCC1. The catalyst is O. The product is [CH3:18][C:15]1[O:14][C:13]([C:10]2[CH:11]=[CH:12][C:7]([C:6]([OH:19])=[O:5])=[CH:8][CH:9]=2)=[N:17][N:16]=1. The yield is 0.875. (2) The reactants are Br.COC(=O)[NH:5][CH2:6][C@H:7]([CH2:12][C:13](=[O:23])N[C@H](C1C=CC=CC=1)C)[CH2:8][CH:9]([CH3:11])[CH3:10].[OH-:25].[Na+]. The catalyst is O. The product is [CH3:11][CH:9]([CH2:8][C@H:7]([CH2:6][NH2:5])[CH2:12][C:13]([OH:23])=[O:25])[CH3:10]. The yield is 0.510. (3) The reactants are C([N:8]1[CH2:12][CH:11]([C:13]2[CH:18]=[CH:17][C:16]([Cl:19])=[C:15]([Cl:20])[CH:14]=2)[CH:10]([CH:21]([O:23][C:24]2[CH:29]=[CH:28][C:27]([C:30]([F:33])([F:32])[F:31])=[CH:26][N:25]=2)[CH3:22])[CH2:9]1)C1C=CC=CC=1.ClC(OC(Cl)C)=O.CCN(C(C)C)C(C)C. The catalyst is C1(C)C=CC=CC=1. The product is [Cl:20][C:15]1[CH:14]=[C:13]([CH:11]2[CH2:12][NH:8][CH2:9][CH:10]2[CH:21]([O:23][C:24]2[CH:29]=[CH:28][C:27]([C:30]([F:33])([F:31])[F:32])=[CH:26][N:25]=2)[CH3:22])[CH:18]=[CH:17][C:16]=1[Cl:19]. The yield is 0.870. (4) The reactants are Br[C:2]1[CH:3]=[C:4]([CH:32]=[CH:33][CH:34]=1)[CH2:5][O:6][C@H:7]1[CH2:11][CH2:10][N:9]([C:12]([CH3:31])([CH3:30])[CH2:13][CH2:14][C:15]([C:24]2[CH:29]=[CH:28][CH:27]=[CH:26][CH:25]=2)([C:18]2[CH:23]=[CH:22][CH:21]=[CH:20][CH:19]=2)[C:16]#[N:17])[CH2:8]1.[C:35]1(B(O)O)[CH:40]=[CH:39][CH:38]=[CH:37][CH:36]=1. No catalyst specified. The product is [C:2]1([C:35]2[CH:40]=[CH:39][CH:38]=[CH:37][CH:36]=2)[CH:34]=[CH:33][CH:32]=[C:4]([CH2:5][O:6][C@H:7]2[CH2:11][CH2:10][N:9]([C:12]([CH3:31])([CH3:30])[CH2:13][CH2:14][C:15]([C:24]3[CH:29]=[CH:28][CH:27]=[CH:26][CH:25]=3)([C:18]3[CH:23]=[CH:22][CH:21]=[CH:20][CH:19]=3)[C:16]#[N:17])[CH2:8]2)[CH:3]=1. The yield is 0.540. (5) The reactants are C([O:3][C:4]([C:6]1[NH:7][C:8]([CH:12]=[O:13])=[C:9]([CH3:11])[CH:10]=1)=[O:5])C.Cl. The catalyst is [OH-].[Na+]. The product is [CH3:11][C:9]1[CH:10]=[C:6]([C:4]([OH:5])=[O:3])[NH:7][C:8]=1[CH:12]=[O:13]. The yield is 0.890. (6) The catalyst is C1COCC1.O1CCOCC1. The product is [CH3:45][O:44][C:42]1[CH:43]=[C:38]([CH2:37][O:36][C:26]2[NH:27][N:28]=[C:24]([NH:23][C:17](=[O:19])[C:16]3[CH:20]=[CH:21][CH:22]=[C:14]([N:11]4[CH2:10][CH2:9][NH:8][CH2:13][CH2:12]4)[CH:15]=3)[CH:25]=2)[CH:39]=[C:40]([O:46][CH3:47])[CH:41]=1. The yield is 0.100. The reactants are C(OC([N:8]1[CH2:13][CH2:12][N:11]([C:14]2[CH:15]=[C:16]([CH:20]=[CH:21][CH:22]=2)[C:17]([OH:19])=O)[CH2:10][CH2:9]1)=O)(C)(C)C.[NH2:23][C:24]1[N:28](C(OC(C)(C)C)=O)[N:27]=[C:26]([O:36][CH2:37][C:38]2[CH:43]=[C:42]([O:44][CH3:45])[CH:41]=[C:40]([O:46][CH3:47])[CH:39]=2)[CH:25]=1.N1C=CC=CC=1.Cl. (7) The catalyst is [Pd].CO. The product is [NH2:1][C:2]1[C:19]([F:20])=[CH:18][C:5]([O:6][C:7]2[CH:12]=[CH:11][N:10]=[C:9]([NH:14][C:15](=[O:17])[CH3:16])[N:8]=2)=[C:4]([F:21])[CH:3]=1. The reactants are [NH2:1][C:2]1[C:19]([F:20])=[CH:18][C:5]([O:6][C:7]2[CH:12]=[C:11](Cl)[N:10]=[C:9]([NH:14][C:15](=[O:17])[CH3:16])[N:8]=2)=[C:4]([F:21])[CH:3]=1. The yield is 0.820. (8) The reactants are [Br:1][C:2]1[CH:3]=[CH:4][C:5]([O:15][CH2:16][C:17]2[CH:22]=[CH:21][C:20]([F:23])=[CH:19][CH:18]=2)=[C:6]([C:8](=O)[CH2:9][CH2:10][C:11](=O)[CH3:12])[CH:7]=1.[NH2:24][C:25]1[CH:26]=[CH:27][C:28]([Cl:34])=[C:29]([CH:33]=1)[C:30]([OH:32])=[O:31].CC1C=CC(S(O)(=O)=O)=CC=1.Cl. The catalyst is CN1C(=O)CCC1.C(Cl)Cl. The product is [Br:1][C:2]1[CH:3]=[CH:4][C:5]([O:15][CH2:16][C:17]2[CH:22]=[CH:21][C:20]([F:23])=[CH:19][CH:18]=2)=[C:6]([C:8]2[N:24]([C:25]3[CH:33]=[C:29]([C:28]([Cl:34])=[CH:27][CH:26]=3)[C:30]([OH:32])=[O:31])[C:11]([CH3:12])=[CH:10][CH:9]=2)[CH:7]=1. The yield is 0.650. (9) The reactants are [O:1]1[CH2:5][CH2:4][CH2:3][C:2]1=[O:6].[C:7]1([Li])[CH:12]=[CH:11][CH:10]=[CH:9][CH:8]=1. The catalyst is C(OCC)C. The product is [OH:1][CH2:5][CH2:4][CH2:3][C:2]([C:7]1[CH:12]=[CH:11][CH:10]=[CH:9][CH:8]=1)=[O:6]. The yield is 0.970. (10) The reactants are [Br:1][C:2]1[CH:12]=[CH:11][C:5]([O:6][CH2:7][C:8](O)=[O:9])=[CH:4][CH:3]=1.C(Cl)(=O)C(Cl)=O.C[N:20](C=O)C. The catalyst is ClCCl. The product is [Br:1][C:2]1[CH:12]=[CH:11][C:5]([O:6][CH2:7][C:8]([NH2:20])=[O:9])=[CH:4][CH:3]=1. The yield is 0.700.